Dataset: Full USPTO retrosynthesis dataset with 1.9M reactions from patents (1976-2016). Task: Predict the reactants needed to synthesize the given product. (1) Given the product [Cl:40][C:41]1[CH:46]=[C:45]2[C:44](=[CH:43][CH:42]=1)[O:3][C:4]1([CH2:5][CH2:6][CH2:7]1)[CH2:9][CH:10]2[NH:12][C:26](=[O:28])/[CH:25]=[CH:24]/[C:15]1[CH:16]=[CH:17][C:18]2[C:23](=[CH:22][CH:21]=[CH:20][CH:19]=2)[N:14]=1, predict the reactants needed to synthesize it. The reactants are: CC1(C)C[CH:10]([NH2:12])[C:9]2[C:4](=[CH:5][CH:6]=[CH:7]C=2)[O:3]1.[N:14]1[C:23]2[C:18](=[CH:19][CH:20]=[CH:21][CH:22]=2)[CH:17]=[CH:16][C:15]=1/[CH:24]=[CH:25]/[C:26]([OH:28])=O.CCN=C=NCCCN(C)C.[ClH:40].[CH:41]1[CH:42]=[CH:43][C:44]2N(O)N=N[C:45]=2[CH:46]=1.C(N(CC)CC)C. (2) Given the product [N:15]1([CH2:14][CH:12]2[O:11][N:10]=[C:9]([CH2:8][OH:7])[CH2:13]2)[CH2:20][CH2:19][O:18][CH2:17][CH2:16]1, predict the reactants needed to synthesize it. The reactants are: O1CCCCC1[O:7][CH2:8][C:9]1[CH2:13][CH:12]([CH2:14][N:15]2[CH2:20][CH2:19][O:18][CH2:17][CH2:16]2)[O:11][N:10]=1.C1(C)C=CC(S([O-])(=O)=O)=CC=1.[NH+]1C=CC=CC=1. (3) Given the product [ClH:38].[CH2:1]([S:3]([C:6]1[CH:11]=[CH:10][C:9]([C:12]2[S:16][C:15]3[CH:17]=[C:18]([OH:21])[CH:19]=[CH:20][C:14]=3[C:13]=2[O:22][C:23]2[CH:28]=[CH:27][C:26]([O:29][CH2:30][CH2:31][N:32]3[CH2:37][CH2:36][CH2:35][CH2:34][CH2:33]3)=[CH:25][CH:24]=2)=[CH:8][CH:7]=1)(=[O:5])=[O:4])[CH3:2], predict the reactants needed to synthesize it. The reactants are: [CH2:1]([S:3]([C:6]1[CH:11]=[CH:10][C:9]([C:12]2[S:16][C:15]3[CH:17]=[C:18]([OH:21])[CH:19]=[CH:20][C:14]=3[C:13]=2[O:22][C:23]2[CH:28]=[CH:27][C:26]([O:29][CH2:30][CH2:31][N:32]3[CH2:37][CH2:36][CH2:35][CH2:34][CH2:33]3)=[CH:25][CH:24]=2)=[CH:8][CH:7]=1)(=[O:5])=[O:4])[CH3:2].[ClH:38]. (4) Given the product [CH2:17]([O:24][C:25]([C@H:27]1[CH2:31][CH2:30][CH2:29][N:28]1[S:32]([C:35]1[CH:36]=[CH:37][C:38]([N:41]2[CH2:46][CH2:45][CH:44]([NH:1][CH2:2][C@H:3]([OH:4])[C:5]3[CH:6]=[CH:7][C:8]([OH:16])=[C:9]([NH:11][S:12]([CH3:15])(=[O:14])=[O:13])[CH:10]=3)[CH2:43][CH2:42]2)=[CH:39][CH:40]=1)(=[O:33])=[O:34])=[O:26])[C:18]1[CH:19]=[CH:20][CH:21]=[CH:22][CH:23]=1, predict the reactants needed to synthesize it. The reactants are: [NH2:1][CH2:2][C@@H:3]([C:5]1[CH:6]=[CH:7][C:8]([OH:16])=[C:9]([NH:11][S:12]([CH3:15])(=[O:14])=[O:13])[CH:10]=1)[OH:4].[CH2:17]([O:24][C:25]([C@H:27]1[CH2:31][CH2:30][CH2:29][N:28]1[S:32]([C:35]1[CH:40]=[CH:39][C:38]([N:41]2[CH2:46][CH2:45][C:44](=O)[CH2:43][CH2:42]2)=[CH:37][CH:36]=1)(=[O:34])=[O:33])=[O:26])[C:18]1[CH:23]=[CH:22][CH:21]=[CH:20][CH:19]=1. (5) The reactants are: C([O:3][C:4](=[O:13])[CH2:5]P(OCC)OCC)C.[H-].[Na+].[Br:16][C:17]1[CH:18]=[C:19]([C:22](=O)[CH3:23])[S:20][CH:21]=1. Given the product [Br:16][C:17]1[CH:18]=[C:19]([C:22]([CH3:23])=[CH:5][C:4]([OH:3])=[O:13])[S:20][CH:21]=1, predict the reactants needed to synthesize it. (6) The reactants are: [OH:1][CH:2]([CH2:6][CH2:7][CH2:8][CH2:9][CH2:10][CH3:11])[C:3]([OH:5])=[O:4].Br[CH:13]([CH3:17])[C:14](Br)=[O:15].C(N(CC)CC)C. Given the product [CH3:17][CH:13]1[O:4][C:3](=[O:5])[CH:2]([CH2:6][CH2:7][CH2:8][CH2:9][CH2:10][CH3:11])[O:1][C:14]1=[O:15], predict the reactants needed to synthesize it. (7) Given the product [NH2:43][C:44]1[N:45]=[CH:46][C:47]([C:31]2[CH:32]=[CH:33][C:28]([C:9]3[N:8]([C:5]4[CH:4]=[CH:3][C:2]([Cl:1])=[CH:7][CH:6]=4)[C:13](=[O:14])[C:12]4[N:58]=[CH:57][N:17]([C:18]5[CH:19]=[C:20]([S:24]([NH2:27])(=[O:25])=[O:26])[CH:21]=[CH:22][CH:23]=5)[C:11]=4[N:10]=3)=[CH:29][CH:30]=2)=[CH:48][CH:49]=1, predict the reactants needed to synthesize it. The reactants are: [Cl:1][C:2]1[CH:7]=[CH:6][C:5]([N:8]2[C:13](=[O:14])[C:12]3C=N[N:17]([C:18]4[CH:19]=[C:20]([S:24]([NH2:27])(=[O:26])=[O:25])[CH:21]=[CH:22][CH:23]=4)[C:11]=3[N:10]=[C:9]2[C:28]2[CH:33]=[CH:32][C:31](B3OC(C)(C)C(C)(C)O3)=[CH:30][CH:29]=2)=[CH:4][CH:3]=1.[NH2:43][C:44]1[CH:49]=[CH:48][C:47](Br)=[CH:46][N:45]=1.C(=O)([O-])[O-].[Cs+].[Cs+].[CH3:57][N:58](C)C=O.